Dataset: Reaction yield outcomes from USPTO patents with 853,638 reactions. Task: Predict the reaction yield, written as a fraction of the theoretical maximum amount of product (1.0 means a 100% yield; for example, 0.34 means a 34% yield). (1) The product is [CH2:7]([O:9][C:10]([C@H:12]1[C@@H:17]([NH:18][CH:1]2[CH2:5][CH2:4][CH2:3][CH2:2]2)[C@H:16]2[CH2:19][C@@H:13]1[CH2:14][CH2:15]2)=[O:11])[CH3:8]. The catalyst is CO.C(O)(=O)C. The yield is 0.750. The reactants are [C:1]1(=O)[CH2:5][CH2:4][CH2:3][CH2:2]1.[CH2:7]([O:9][C:10]([C@H:12]1[C@@H:17]([NH2:18])[C@H:16]2[CH2:19][C@@H:13]1[CH2:14][CH2:15]2)=[O:11])[CH3:8].C([BH3-])#N.[Na+].C(=O)(O)[O-].[Na+]. (2) The reactants are [C:1]([C:3]1[C:8]2[N:9]=[C:10]([C@@H:12]3[CH2:14][C@H:13]3[C:15]([O:17][CH2:18][CH3:19])=[O:16])[O:11][C:7]=2[C:6](F)=[C:5]([C:21]2[CH:26]=[CH:25][CH:24]=[CH:23][CH:22]=2)[C:4]=1[CH3:27])#[N:2].C(N(CC)CC)C.[CH3:35][N:36]([CH3:42])[C@H:37]1[CH2:41][CH2:40][NH:39][CH2:38]1. The catalyst is CS(C)=O. The product is [C:1]([C:3]1[C:8]2[N:9]=[C:10]([C@@H:12]3[CH2:14][C@H:13]3[C:15]([O:17][CH2:18][CH3:19])=[O:16])[O:11][C:7]=2[C:6]([N:39]2[CH2:40][CH2:41][C@H:37]([N:36]([CH3:42])[CH3:35])[CH2:38]2)=[C:5]([C:21]2[CH:26]=[CH:25][CH:24]=[CH:23][CH:22]=2)[C:4]=1[CH3:27])#[N:2]. The yield is 0.420. (3) The reactants are [S:1](=[O:36])(=[O:35])([O:3][CH2:4][C@@H:5]1[C@@H:9]([O:10][Si](C(C)(C)C)(C)C)[CH2:8][C@H:7]([N:18]2[C:26]3[CH:25]=[CH:24][N:23]=[C:22]([NH:27][CH2:28][C:29]4[CH:34]=[CH:33][CH:32]=[CH:31][CH:30]=4)[C:21]=3[CH:20]=[CH:19]2)[O:6]1)[NH2:2].F. The catalyst is C1COCC1.N1C=CC=CC=1.N1C=CC=CC=1.CCOC(C)=O. The product is [S:1](=[O:36])(=[O:35])([O:3][CH2:4][C@@H:5]1[C@@H:9]([OH:10])[CH2:8][C@H:7]([N:18]2[C:26]3[CH:25]=[CH:24][N:23]=[C:22]([NH:27][CH2:28][C:29]4[CH:30]=[CH:31][CH:32]=[CH:33][CH:34]=4)[C:21]=3[CH:20]=[CH:19]2)[O:6]1)[NH2:2]. The yield is 0.250. (4) The reactants are [F:1][C:2]1[C:7]([N+:8]([O-])=O)=[CH:6][C:5]([CH2:11][C:12]([O:14][CH2:15][CH3:16])=[O:13])=[C:4]([C:17]#[C:18][Si:19]([CH3:22])([CH3:21])[CH3:20])[CH:3]=1.[NH4+].[Cl-]. The catalyst is CO.C1COCC1.[Zn]. The product is [NH2:8][C:7]1[C:2]([F:1])=[CH:3][C:4]([C:17]#[C:18][Si:19]([CH3:20])([CH3:21])[CH3:22])=[C:5]([CH2:11][C:12]([O:14][CH2:15][CH3:16])=[O:13])[CH:6]=1. The yield is 0.900. (5) The reactants are [CH3:1][O:2][C:3]1[CH:4]=[C:5]2[C:10](=[CH:11][C:12]=1[O:13][CH2:14][CH2:15][O:16][CH3:17])[N:9]=[CH:8][N:7]=[C:6]2[S:18][C:19]1[CH:20]=[C:21]([CH:23]=[CH:24][CH:25]=1)[NH2:22].[C:26]([C:28]([C:31]1[CH:32]=[C:33]([NH:37][C:38](=O)[O:39]C2C=CC=CC=2)[CH:34]=[CH:35][CH:36]=1)([CH3:30])[CH3:29])#[N:27]. The catalyst is C1COCC1.CN(C1C=CN=CC=1)C. The product is [C:26]([C:28]([C:31]1[CH:32]=[C:33]([NH:37][C:38]([NH:22][C:21]2[CH:23]=[CH:24][CH:25]=[C:19]([S:18][C:6]3[C:5]4[C:10](=[CH:11][C:12]([O:13][CH2:14][CH2:15][O:16][CH3:17])=[C:3]([O:2][CH3:1])[CH:4]=4)[N:9]=[CH:8][N:7]=3)[CH:20]=2)=[O:39])[CH:34]=[CH:35][CH:36]=1)([CH3:30])[CH3:29])#[N:27]. The yield is 0.230.